Dataset: Catalyst prediction with 721,799 reactions and 888 catalyst types from USPTO. Task: Predict which catalyst facilitates the given reaction. (1) Reactant: [F:1][C:2]1[CH:7]=[C:6]([CH2:8][OH:9])[CH:5]=[CH:4][C:3]=1[OH:10].C(=O)([O-])[O-].[K+].[K+].Br[CH2:18][CH:19]1[CH2:21][CH2:20]1.O. Product: [CH:19]1([CH2:18][O:10][C:3]2[CH:4]=[CH:5][C:6]([CH2:8][OH:9])=[CH:7][C:2]=2[F:1])[CH2:21][CH2:20]1. The catalyst class is: 8. (2) Reactant: [C:1]([O:5][C:6](=[O:15])[CH2:7][C@H:8]([CH2:12][CH:13]=[CH2:14])[C:9]([OH:11])=O)([CH3:4])([CH3:3])[CH3:2].[NH2:16][C@@H:17]([CH3:26])[C@@H:18]([C:20]1[CH:25]=[CH:24][CH:23]=[CH:22][CH:21]=1)[OH:19].CO.C(Cl)Cl. Product: [OH:19][C@H:18]([C:20]1[CH:25]=[CH:24][CH:23]=[CH:22][CH:21]=1)[C@@H:17]([NH:16][C:9]([C@@H:8]([CH2:12][CH:13]=[CH2:14])[CH2:7][C:6]([O:5][C:1]([CH3:2])([CH3:3])[CH3:4])=[O:15])=[O:11])[CH3:26]. The catalyst class is: 3.